From a dataset of Tyrosyl-DNA phosphodiesterase HTS with 341,365 compounds. Binary Classification. Given a drug SMILES string, predict its activity (active/inactive) in a high-throughput screening assay against a specified biological target. (1) The drug is o1c(N(C)C)c(nc1c1occc1)C#N. The result is 0 (inactive). (2) The compound is s1c2CCc3c(c2nc1NC(=O)c1sccc1)cc(OC)cc3. The result is 0 (inactive). (3) The compound is Fc1cc2c3ncn(CC4OCCC4)c(=O)c3[nH]c2cc1. The result is 0 (inactive). (4) The drug is S(=O)(=O)(NC1CCCCCC1)c1cc(c(F)cc1)C(=O)Nc1ccc(cc1)C(F)(F)F. The result is 0 (inactive). (5) The compound is S1c2c3C(CNCc3ccc2)Cc2c1cccc2. The result is 0 (inactive). (6) The compound is S(c1n(c(nn1)COc1c(c(ccc1)C)C)C)CC(=O)Nc1cc(C(=O)N2CCOCC2)ccc1. The result is 0 (inactive). (7) The compound is [O-][N+](=O)c1cc(n2ncc(c2N)c2ccccc2)ccc1. The result is 0 (inactive).